This data is from Catalyst prediction with 721,799 reactions and 888 catalyst types from USPTO. The task is: Predict which catalyst facilitates the given reaction. (1) Reactant: [CH3:1][C:2]1[CH:23]=[C:22]([CH3:24])[C:21]([C:25]2[NH:33][C:28]3[CH2:29][NH:30][CH2:31][CH2:32][C:27]=3[N:26]=2)=[CH:20][C:3]=1[C:4]([N:6]1[CH2:11][CH2:10][CH:9]([C:12]2[CH:19]=[CH:18][C:15]([C:16]#[N:17])=[CH:14][CH:13]=2)[CH2:8][CH2:7]1)=[O:5].Br[CH2:35][CH2:36][F:37].[I-].[K+].C(N(CC)CC)C. Product: [F:37][CH2:36][CH2:35][N:30]1[CH2:31][CH2:32][C:27]2[NH:26][C:25]([C:21]3[C:22]([CH3:24])=[CH:23][C:2]([CH3:1])=[C:3]([CH:20]=3)[C:4]([N:6]3[CH2:7][CH2:8][CH:9]([C:12]4[CH:13]=[CH:14][C:15]([C:16]#[N:17])=[CH:18][CH:19]=4)[CH2:10][CH2:11]3)=[O:5])=[N:33][C:28]=2[CH2:29]1. The catalyst class is: 174. (2) Reactant: [C:1]1([CH3:10])[CH:6]=[CH:5][C:4]([S:7]([O-:9])=[O:8])=[CH:3][CH:2]=1.[Na+].[Na+].[I-:13].[Cl:14][C:15]1[CH:22]=[CH:21][C:18]([CH:19]=[CH2:20])=[CH:17][CH:16]=1. Product: [Cl:14][C:15]1[CH:22]=[CH:21][C:18]([CH:19]([I:13])[CH2:20][S:7]([C:4]2[CH:5]=[CH:6][C:1]([CH3:10])=[CH:2][CH:3]=2)(=[O:9])=[O:8])=[CH:17][CH:16]=1. The catalyst class is: 23. (3) Reactant: [C:1]([N:4]1[C:13]2[C:8](=[CH:9][C:10]([C:14]#[N:15])=[CH:11][CH:12]=2)[C@H:7]([NH:16][C:17]2[CH:18]=[C:19]([CH:31]=[CH:32][CH:33]=2)[O:20][CH2:21][CH2:22][NH:23]C(=O)OC(C)(C)C)[C@@H:6]([CH3:34])[C@@H:5]1[CH:35]1[CH2:37][CH2:36]1)(=[O:3])[CH3:2].Cl. Product: [C:1]([N:4]1[C:13]2[C:8](=[CH:9][C:10]([C:14]#[N:15])=[CH:11][CH:12]=2)[C@H:7]([NH:16][C:17]2[CH:33]=[CH:32][CH:31]=[C:19]([O:20][CH2:21][CH2:22][NH2:23])[CH:18]=2)[C@@H:6]([CH3:34])[C@@H:5]1[CH:35]1[CH2:37][CH2:36]1)(=[O:3])[CH3:2]. The catalyst class is: 12. (4) Reactant: [Cl:1][C:2]1[CH:3]=[C:4]2[C:8](=[CH:9][C:10]=1[Cl:11])[CH2:7][CH:6]=[CH:5]2.[Br:12]C1C=C(F)C=C2C=1CC=C2.[OH2:23]. Product: [Br:12][CH:6]1[CH2:5][C:4]2[C:8](=[CH:9][C:10]([Cl:11])=[C:2]([Cl:1])[CH:3]=2)[CH:7]1[OH:23]. The catalyst class is: 16. (5) Reactant: CO.C([O:10][C:11]1[C:12]([CH3:26])=[C:13]([CH3:25])[C:14]([NH:18][C:19](=[O:24])[CH2:20][CH2:21][CH2:22][Cl:23])=[N:15][C:16]=1[CH3:17])C1C=CC=CC=1. Product: [OH:10][C:11]1[C:12]([CH3:26])=[C:13]([CH3:25])[C:14]([NH:18][C:19](=[O:24])[CH2:20][CH2:21][CH2:22][Cl:23])=[N:15][C:16]=1[CH3:17]. The catalyst class is: 45. (6) Reactant: [C:1]1([C:7]2([C:14]([O:16]C)=[O:15])[CH2:13][CH2:12][CH2:11][CH2:10][CH2:9][CH2:8]2)[CH:6]=[CH:5][CH:4]=[CH:3][CH:2]=1.C1(C(OC)=O)CCCCCC1.[OH-].[K+]. Product: [C:1]1([C:7]2([C:14]([OH:16])=[O:15])[CH2:13][CH2:12][CH2:11][CH2:10][CH2:9][CH2:8]2)[CH:6]=[CH:5][CH:4]=[CH:3][CH:2]=1. The catalyst class is: 88.